This data is from Reaction yield outcomes from USPTO patents with 853,638 reactions. The task is: Predict the reaction yield, written as a fraction of the theoretical maximum amount of product (1.0 means a 100% yield; for example, 0.34 means a 34% yield). (1) The product is [C:1]([C:3]1[CH:4]=[C:5]([CH:10]=[CH:11][C:12]=1[O:13][CH:14]([CH3:16])[CH3:15])[C:6]([OH:8])=[O:7])#[N:2]. The yield is 0.870. The catalyst is O1CCCC1. The reactants are [C:1]([C:3]1[CH:4]=[C:5]([CH:10]=[CH:11][C:12]=1[O:13][CH:14]([CH3:16])[CH3:15])[C:6]([O:8]C)=[O:7])#[N:2].[OH-].[K+]. (2) The reactants are [O:1]=[C:2]1[CH2:8][CH2:7][CH2:6][CH2:5][CH2:4][N:3]1[C:9]1[CH:10]=[C:11]2[C:15](=[CH:16][CH:17]=1)[N:14](C(OC(C)(C)C)=O)[CH2:13][CH2:12]2.BrCCCCCC(Cl)=O.Cl. The catalyst is O1CCOCC1. The product is [NH:14]1[C:15]2[C:11](=[CH:10][C:9]([N:3]3[CH2:4][CH2:5][CH2:6][CH2:7][CH2:8][C:2]3=[O:1])=[CH:17][CH:16]=2)[CH2:12][CH2:13]1. The yield is 1.00. (3) The reactants are Cl[CH2:2][C:3]1[C:4]([N:9]2[CH2:13][CH2:12][C@@H:11]([F:14])[CH2:10]2)=[N:5][CH:6]=[CH:7][CH:8]=1.[OH:15][C:16]1[CH:23]=[CH:22][CH:21]=[C:20]([OH:24])[C:17]=1[CH:18]=[O:19].C(=O)([O-])[O-].[K+].[K+]. The catalyst is CN(C=O)C. The product is [F:14][C@@H:11]1[CH2:12][CH2:13][N:9]([C:4]2[C:3]([CH2:2][O:15][C:16]3[CH:23]=[CH:22][CH:21]=[C:20]([OH:24])[C:17]=3[CH:18]=[O:19])=[CH:8][CH:7]=[CH:6][N:5]=2)[CH2:10]1. The yield is 0.0500. (4) The reactants are C([Li])CCC.[Br:6][C:7]1[CH:12]=[CH:11][C:10]([F:13])=[C:9](I)[CH:8]=1.B(F)(F)F.CCOCC.[N:24]1[O:25][CH2:26][CH:27]2[CH2:31][N:30]([C:32]([O:34][CH2:35][C:36]3[CH:41]=[CH:40][CH:39]=[CH:38][CH:37]=3)=[O:33])[CH2:29][C:28]=12. The catalyst is O1CCCC1. The product is [Br:6][C:7]1[CH:12]=[CH:11][C:10]([F:13])=[C:9]([C:28]23[CH2:29][N:30]([C:32]([O:34][CH2:35][C:36]4[CH:41]=[CH:40][CH:39]=[CH:38][CH:37]=4)=[O:33])[CH2:31][CH:27]2[CH2:26][O:25][NH:24]3)[CH:8]=1. The yield is 0.270. (5) The reactants are [CH:1]1([NH:4][C:5]([NH:7][C:8]2[CH:13]=[CH:12][C:11]([C:14]3[C:15]4[CH2:29][NH:28][CH2:27][C:16]=4[N:17]=[C:18]([N:20]4[CH2:25][CH2:24][O:23][CH2:22][C@@H:21]4[CH3:26])[N:19]=3)=[CH:10][CH:9]=2)=[O:6])[CH2:3][CH2:2]1.CCN(CC)CC.[CH3:37][S:38](Cl)(=[O:40])=[O:39]. The catalyst is CC#N.O1CCOCC1. The product is [CH:1]1([NH:4][C:5]([NH:7][C:8]2[CH:13]=[CH:12][C:11]([C:14]3[C:15]4[CH2:29][N:28]([S:38]([CH3:37])(=[O:40])=[O:39])[CH2:27][C:16]=4[N:17]=[C:18]([N:20]4[CH2:25][CH2:24][O:23][CH2:22][C@@H:21]4[CH3:26])[N:19]=3)=[CH:10][CH:9]=2)=[O:6])[CH2:3][CH2:2]1. The yield is 0.200.